Dataset: Forward reaction prediction with 1.9M reactions from USPTO patents (1976-2016). Task: Predict the product of the given reaction. (1) Given the reactants [O:1]1[CH2:6][CH2:5][N:4]([CH2:7][CH2:8][O:9][C:10]2[CH:18]=[C:17]3[C:13]([C:14]([C:26]4[CH:31]=[CH:30][C:29]([F:32])=[CH:28][CH:27]=4)=[C:15](C4C=NC=CC=4)[C:16]3=[O:19])=[CH:12][CH:11]=2)[CH2:3][CH2:2]1.O1CCN(CCOC2C=C3C(C(C4C=CC=CC=4)=C(Br)C3=O)=CC=2)CC1.[F:59][C:60]1[CH:61]=[C:62](B(O)O)[CH:63]=[CH:64][C:65]=1[F:66], predict the reaction product. The product is: [O:1]1[CH2:2][CH2:3][N:4]([CH2:7][CH2:8][O:9][C:10]2[CH:18]=[C:17]3[C:13]([C:14]([C:26]4[CH:27]=[CH:28][C:29]([F:32])=[CH:30][CH:31]=4)=[C:15]([C:62]4[CH:63]=[CH:64][C:65]([F:66])=[C:60]([F:59])[CH:61]=4)[C:16]3=[O:19])=[CH:12][CH:11]=2)[CH2:5][CH2:6]1. (2) The product is: [CH2:15]([O:22][CH2:23][CH2:24][O:25][C:26]1[C:33]([CH3:34])=[CH:32][C:29]([C:30]2[NH:6][C:4](=[O:5])[C:3]3[C:7]([O:13][CH3:14])=[CH:8][C:9]([O:11][CH3:12])=[N:10][C:2]=3[N:1]=2)=[CH:28][C:27]=1[CH3:35])[C:16]1[CH:21]=[CH:20][CH:19]=[CH:18][CH:17]=1. Given the reactants [NH2:1][C:2]1[N:10]=[C:9]([O:11][CH3:12])[CH:8]=[C:7]([O:13][CH3:14])[C:3]=1[C:4]([NH2:6])=[O:5].[CH2:15]([O:22][CH2:23][CH2:24][O:25][C:26]1[C:33]([CH3:34])=[CH:32][C:29]([CH:30]=O)=[CH:28][C:27]=1[CH3:35])[C:16]1[CH:21]=[CH:20][CH:19]=[CH:18][CH:17]=1.OS([O-])=O.[Na+].CC1C=CC(S(O)(=O)=O)=CC=1, predict the reaction product. (3) Given the reactants [H-].[Na+].[OH:3][CH2:4][CH2:5][C:6]1[N:7]([CH2:11][CH2:12][CH2:13][C:14]2[CH:19]=[CH:18][C:17]([OH:20])=[CH:16][CH:15]=2)[CH:8]=[CH:9][N:10]=1.[F:21][C:22]([F:39])([F:38])[C:23]1[CH:28]=[CH:27][C:26](/[CH:29]=[CH:30]/[C:31]2[O:32][CH:33]=[C:34]([CH2:36]Cl)[N:35]=2)=[CH:25][CH:24]=1, predict the reaction product. The product is: [F:39][C:22]([F:21])([F:38])[C:23]1[CH:28]=[CH:27][C:26](/[CH:29]=[CH:30]/[C:31]2[O:32][CH:33]=[C:34]([CH2:36][O:20][C:17]3[CH:16]=[CH:15][C:14]([CH2:13][CH2:12][CH2:11][N:7]4[CH:8]=[CH:9][N:10]=[C:6]4[CH2:5][CH2:4][OH:3])=[CH:19][CH:18]=3)[N:35]=2)=[CH:25][CH:24]=1. (4) Given the reactants [Cl:1][C:2]1[CH:11]=[CH:10][C:9]2[N:8]=[C:7]([N:12]3[CH2:17][CH2:16][CH:15]([C:18]([O:20][CH2:21][CH3:22])=[O:19])[CH2:14][CH2:13]3)[CH:6]=[CH:5][C:4]=2[C:3]=1[C:23](O)=[O:24].[F:26][C:27]1[CH:32]=[CH:31][CH:30]=[CH:29][C:28]=1[CH2:33][CH2:34][NH2:35], predict the reaction product. The product is: [CH2:21]([O:20][C:18]([CH:15]1[CH2:16][CH2:17][N:12]([C:7]2[CH:6]=[CH:5][C:4]3[C:9](=[CH:10][CH:11]=[C:2]([Cl:1])[C:3]=3[C:23]([NH:35][CH2:34][CH2:33][C:28]3[CH:29]=[CH:30][CH:31]=[CH:32][C:27]=3[F:26])=[O:24])[N:8]=2)[CH2:13][CH2:14]1)=[O:19])[CH3:22]. (5) Given the reactants [Br:1][C:2]1[CH:3]=[N:4][C:5]2[N:6]([N:8]=[C:9]([C:11]([OH:13])=O)[CH:10]=2)[CH:7]=1.[F:14][C:15]1[CH:16]=[C:17]2[C:22](=[CH:23][CH:24]=1)[CH:21]([C:25]([F:28])([F:27])[F:26])[NH:20][CH2:19][CH2:18]2, predict the reaction product. The product is: [Br:1][C:2]1[CH:3]=[N:4][C:5]2[N:6]([N:8]=[C:9]([C:11]([N:20]3[CH2:19][CH2:18][C:17]4[C:22](=[CH:23][CH:24]=[C:15]([F:14])[CH:16]=4)[CH:21]3[C:25]([F:26])([F:27])[F:28])=[O:13])[CH:10]=2)[CH:7]=1. (6) Given the reactants [Li+].CC([N-]C(C)C)C.[Cl:9][C:10]1[CH:15]=[CH:14][N:13]=[CH:12][CH:11]=1.[Cl:16][C:17]1[CH:18]=[C:19]([CH:22]=[CH:23][CH:24]=1)[CH:20]=[O:21].[NH4+].[Cl-], predict the reaction product. The product is: [Cl:16][C:17]1[CH:18]=[C:19]([CH:20]([C:11]2[CH:12]=[N:13][CH:14]=[CH:15][C:10]=2[Cl:9])[OH:21])[CH:22]=[CH:23][CH:24]=1. (7) Given the reactants [CH3:1][O:2][C:3]1[CH:11]=[CH:10][C:6]([C:7]([OH:9])=[O:8])=[CH:5][C:4]=1[N:12]([CH2:17][C:18]([N:20]1[CH2:25][CH2:24][N:23]([CH3:26])[CH2:22][CH2:21]1)=[O:19])[S:13]([CH3:16])(=[O:15])=[O:14].[Cl:27][C:28]1[CH:29]=[N+:30]([O-:53])[CH:31]=[C:32]([Cl:52])[C:33]=1[CH2:34][C@@H:35]([C:37]1[CH:42]=[CH:41][C:40]([O:43][CH:44]([F:46])[F:45])=[C:39]([O:47][CH2:48][CH:49]2[CH2:51][CH2:50]2)[CH:38]=1)O.C(Cl)CCl, predict the reaction product. The product is: [Cl:27][C:28]1[CH:29]=[N+:30]([O-:53])[CH:31]=[C:32]([Cl:52])[C:33]=1[CH2:34][C@@H:35]([C:37]1[CH:42]=[CH:41][C:40]([O:43][CH:44]([F:46])[F:45])=[C:39]([O:47][CH2:48][CH:49]2[CH2:51][CH2:50]2)[CH:38]=1)[O:8][C:7](=[O:9])[C:6]1[CH:10]=[CH:11][C:3]([O:2][CH3:1])=[C:4]([N:12]([CH2:17][C:18]([N:20]2[CH2:21][CH2:22][N:23]([CH3:26])[CH2:24][CH2:25]2)=[O:19])[S:13]([CH3:16])(=[O:15])=[O:14])[CH:5]=1. (8) Given the reactants C[Si]([N-][Si](C)(C)C)(C)C.[Li+].[Br:11][C:12]1[CH:17]=[C:16]([F:18])[CH:15]=[C:14](F)[CH:13]=1.[C:20](#[N:24])[CH:21]([CH3:23])[CH3:22], predict the reaction product. The product is: [Br:11][C:12]1[CH:13]=[C:14]([C:21]([CH3:23])([CH3:22])[C:20]#[N:24])[CH:15]=[C:16]([F:18])[CH:17]=1. (9) Given the reactants Cl.Cl.[C:3]12([CH2:13][C:14]([NH:16][C:17]3[C:26]([CH3:27])=[CH:25][CH:24]=[C:23]4[C:18]=3[CH:19]=[CH:20][C:21]([N:28]3[CH2:33][CH2:32][CH:31]([NH2:34])[CH2:30][CH2:29]3)=[N:22]4)=[O:15])[CH2:12][CH:7]3[CH2:8][CH:9]([CH2:11][CH:5]([CH2:6]3)[CH2:4]1)[CH2:10]2.[Si:35]([O:42][CH2:43][CH:44]=O)([C:38]([CH3:41])([CH3:40])[CH3:39])([CH3:37])[CH3:36].C(O[BH-](OC(=O)C)OC(=O)C)(=O)C.[Na+].C(=O)(O)[O-].[Na+], predict the reaction product. The product is: [C:3]12([CH2:13][C:14]([NH:16][C:17]3[C:26]([CH3:27])=[CH:25][CH:24]=[C:23]4[C:18]=3[CH:19]=[CH:20][C:21]([N:28]3[CH2:29][CH2:30][CH:31]([NH:34][CH2:44][CH2:43][O:42][Si:35]([C:38]([CH3:41])([CH3:40])[CH3:39])([CH3:37])[CH3:36])[CH2:32][CH2:33]3)=[N:22]4)=[O:15])[CH2:4][CH:5]3[CH2:6][CH:7]([CH2:8][CH:9]([CH2:11]3)[CH2:10]1)[CH2:12]2.